Dataset: Reaction yield outcomes from USPTO patents with 853,638 reactions. Task: Predict the reaction yield, written as a fraction of the theoretical maximum amount of product (1.0 means a 100% yield; for example, 0.34 means a 34% yield). (1) The reactants are [CH3:1][C:2]1([CH3:40])[CH2:10][C:9]2[N:8]([CH2:11][O:12][CH2:13][CH2:14][Si:15]([CH3:18])([CH3:17])[CH3:16])[N:7]=[C:6]([C:19]3[N:20]([CH2:32][O:33][CH2:34][CH2:35][Si:36]([CH3:39])([CH3:38])[CH3:37])[C:21]4[C:26]([CH:27]=3)=[CH:25][CH:24]=[C:23]([C:28]([O:30]C)=[O:29])[CH:22]=4)[C:5]=2[CH2:4][CH2:3]1.O1CCCC1.[OH-].[Na+]. The catalyst is CO. The product is [CH3:1][C:2]1([CH3:40])[CH2:10][C:9]2[N:8]([CH2:11][O:12][CH2:13][CH2:14][Si:15]([CH3:16])([CH3:17])[CH3:18])[N:7]=[C:6]([C:19]3[N:20]([CH2:32][O:33][CH2:34][CH2:35][Si:36]([CH3:37])([CH3:39])[CH3:38])[C:21]4[C:26]([CH:27]=3)=[CH:25][CH:24]=[C:23]([C:28]([OH:30])=[O:29])[CH:22]=4)[C:5]=2[CH2:4][CH2:3]1. The yield is 0.970. (2) The reactants are [C:1]([C:3]1[CH:4]=[CH:5][C:6]([NH:9][C:10](=[O:17])[CH2:11][CH2:12][C:13]([O:15][CH3:16])=[O:14])=[N:7][CH:8]=1)#[N:2].[N-:18]=[N+:19]=[N-:20].[Na+].[Cl-].C([NH+](CC)CC)C. The catalyst is CN1CCCC1=O.O. The yield is 0.250. The product is [O:17]=[C:10]([NH:9][C:6]1[CH:5]=[CH:4][C:3]([C:1]2[NH:20][N:19]=[N:18][N:2]=2)=[CH:8][N:7]=1)[CH2:11][CH2:12][C:13]([O:15][CH3:16])=[O:14].